Task: Predict the reactants needed to synthesize the given product.. Dataset: Retrosynthesis with 50K atom-mapped reactions and 10 reaction types from USPTO (1) Given the product COC(=O)Nc1ccc(-c2cnc([C@@H]3C[C@H](C4CCN(S(C)(=O)=O)CC4)CN3C(=O)c3ccc(C(=N)NC(=O)OC(C)(C)C)cc3)[nH]2)cc1, predict the reactants needed to synthesize it. The reactants are: CC(C)(C)OC(=O)NC(=N)c1ccc(C(=O)O)cc1.COC(=O)Nc1ccc(-c2cnc([C@@H]3C[C@H](C4CCN(S(C)(=O)=O)CC4)CN3)[nH]2)cc1. (2) Given the product COC(=O)c1cn(-c2cc(C)nc3ccccc23)c2ccccc12, predict the reactants needed to synthesize it. The reactants are: COC(=O)c1c[nH]c2ccccc12.Cc1cc(Cl)c2ccccc2n1. (3) The reactants are: CCCCCCBr.c1ccc(-c2nnn[nH]2)cc1. Given the product CCCCCCn1nnnc1-c1ccccc1, predict the reactants needed to synthesize it. (4) Given the product CCOC(=O)NNC(=O)NC1c2ccccc2Oc2ccccc21, predict the reactants needed to synthesize it. The reactants are: CCOC(=O)NN.O=C=NC1c2ccccc2Oc2ccccc21.